Task: Predict the reactants needed to synthesize the given product.. Dataset: Full USPTO retrosynthesis dataset with 1.9M reactions from patents (1976-2016) Given the product [CH3:7][N:8]([CH3:23])[C:9]1[CH:10]=[C:11]2[C:16](=[CH:17][CH:18]=1)[N:15]=[CH:14][CH:13]=[C:12]2[NH:19][CH2:20][CH2:21][Br:1], predict the reactants needed to synthesize it. The reactants are: [BrH:1].S(=O)(=O)(O)O.[CH3:7][N:8]([CH3:23])[C:9]1[CH:10]=[C:11]2[C:16](=[CH:17][CH:18]=1)[N:15]=[CH:14][CH:13]=[C:12]2[NH:19][CH2:20][CH2:21]O.C([O-])(O)=O.[Na+].